This data is from Reaction yield outcomes from USPTO patents with 853,638 reactions. The task is: Predict the reaction yield, written as a fraction of the theoretical maximum amount of product (1.0 means a 100% yield; for example, 0.34 means a 34% yield). (1) The reactants are [Cl:1][C:2]1[CH:3]=[C:4]([NH2:11])[C:5](=[CH:9][CH:10]=1)[C:6]([OH:8])=[O:7].CO.[NH3:14]. No catalyst specified. The product is [Cl:1][C:2]1[CH:3]=[C:4]([NH2:11])[C:5](=[CH:9][CH:10]=1)[C:6]([O-:8])=[O:7].[NH4+:14]. The yield is 0.950. (2) The reactants are [F:1][C:2]1[CH:3]=[C:4]([NH2:26])[C:5]([NH:9][CH:10]2[CH2:15][CH2:14][N:13]([C@H:16]3[CH2:21][CH2:20][C@@H:19]([O:22][CH2:23][CH2:24][CH3:25])[CH2:18][CH2:17]3)[CH2:12][CH2:11]2)=[CH:6][C:7]=1[CH3:8].C(N(C(C)C)CC)(C)C.[Cl:36][C:37](Cl)([O:39]C(=O)OC(Cl)(Cl)Cl)Cl.C([O-])(O)=O.[Na+]. The catalyst is ClCCl.O. The product is [ClH:36].[F:1][C:2]1[C:7]([CH3:8])=[CH:6][C:5]2[N:9]([CH:10]3[CH2:15][CH2:14][N:13]([C@H:16]4[CH2:21][CH2:20][C@@H:19]([O:22][CH2:23][CH2:24][CH3:25])[CH2:18][CH2:17]4)[CH2:12][CH2:11]3)[C:37](=[O:39])[NH:26][C:4]=2[CH:3]=1. The yield is 0.510. (3) The reactants are [CH3:1][C:2]1[CH:7]=[C:6]([O:8][C@H:9]2[CH2:13][CH2:12][NH:11][CH2:10]2)[CH:5]=[C:4]([CH3:14])[C:3]=1[C:15]1[CH:20]=[CH:19][CH:18]=[C:17]([CH2:21][O:22][C:23]2[CH:36]=[CH:35][C:26]3[C@H:27]([CH2:30][C:31]([O:33][CH3:34])=[O:32])[CH2:28][O:29][C:25]=3[CH:24]=2)[CH:16]=1.[CH3:37][S:38](Cl)(=[O:40])=[O:39].C(N(CC)CC)C.C(OCC)(=O)C. The catalyst is ClCCl. The product is [CH3:14][C:4]1[CH:5]=[C:6]([O:8][C@H:9]2[CH2:13][CH2:12][N:11]([S:38]([CH3:37])(=[O:40])=[O:39])[CH2:10]2)[CH:7]=[C:2]([CH3:1])[C:3]=1[C:15]1[CH:20]=[CH:19][CH:18]=[C:17]([CH2:21][O:22][C:23]2[CH:36]=[CH:35][C:26]3[C@H:27]([CH2:30][C:31]([O:33][CH3:34])=[O:32])[CH2:28][O:29][C:25]=3[CH:24]=2)[CH:16]=1. The yield is 0.770. (4) The reactants are [O:1]=[C:2]1[N:7](C(OCC[Si](C)(C)C)=O)[CH2:6][CH2:5][N:4]2[C:17]([C:20]3[CH:25]=[N:24][CH:23]=[CH:22][N:21]=3)=[N:18][N:19]=[C:3]12.C(O)(C(F)(F)F)=O. The catalyst is C(Cl)Cl. The product is [N:21]1[CH:22]=[CH:23][N:24]=[CH:25][C:20]=1[C:17]1[N:4]2[CH2:5][CH2:6][NH:7][C:2](=[O:1])[C:3]2=[N:19][N:18]=1. The yield is 0.950. (5) The reactants are Br[C:2]1[CH:9]=[C:8]([F:10])[CH:7]=[C:6]([N:11]2[N:20]=[CH:19][C:18]3[C:13](=[C:14]([F:25])[CH:15]=[C:16]([C:21]([CH3:24])([CH3:23])[CH3:22])[CH:17]=3)[C:12]2=[O:26])[C:3]=1[CH:4]=[O:5].[CH3:27][N:28]1[CH:33]=[C:32](B2OC(C)(C)C(C)(C)O2)[CH:31]=[C:30]([NH:43][C:44]2[CH:49]=[CH:48][C:47]([N:50]3[CH2:55][CH2:54][N:53]([CH:56]4[CH2:59][O:58][CH2:57]4)[CH2:52][CH2:51]3)=[CH:46][N:45]=2)[C:29]1=[O:60].C1COCC1. The catalyst is C1C=CC(P(C2C=CC=CC=2)[C-]2C=CC=C2)=CC=1.C1C=CC(P(C2C=CC=CC=2)[C-]2C=CC=C2)=CC=1.Cl[Pd]Cl.[Fe+2].O. The product is [C:21]([C:16]1[CH:17]=[C:18]2[C:13](=[C:14]([F:25])[CH:15]=1)[C:12](=[O:26])[N:11]([C:6]1[CH:7]=[C:8]([F:10])[CH:9]=[C:2]([C:32]3[CH:31]=[C:30]([NH:43][C:44]4[CH:49]=[CH:48][C:47]([N:50]5[CH2:55][CH2:54][N:53]([CH:56]6[CH2:57][O:58][CH2:59]6)[CH2:52][CH2:51]5)=[CH:46][N:45]=4)[C:29](=[O:60])[N:28]([CH3:27])[CH:33]=3)[C:3]=1[CH:4]=[O:5])[N:20]=[CH:19]2)([CH3:24])([CH3:22])[CH3:23]. The yield is 0.600. (6) The reactants are [CH3:1][O:2][C:3]1[CH:11]=[C:7]([C:8]([OH:10])=O)[C:6]([OH:12])=[CH:5][CH:4]=1.[CH3:13][C:14]([C:17]1[CH:18]=[C:19]([CH:21]=[C:22]([C:24]([CH3:27])([CH3:26])[CH3:25])[CH:23]=1)[NH2:20])([CH3:16])[CH3:15]. No catalyst specified. The product is [CH3:16][C:14]([C:17]1[CH:18]=[C:19]([NH:20][C:8](=[O:10])[C:7]2[CH:11]=[C:3]([O:2][CH3:1])[CH:4]=[CH:5][C:6]=2[OH:12])[CH:21]=[C:22]([C:24]([CH3:27])([CH3:26])[CH3:25])[CH:23]=1)([CH3:13])[CH3:15]. The yield is 0.127. (7) The reactants are [CH:1]1([C:7](Cl)=[O:8])[CH2:6][CH2:5][CH2:4][CH2:3][CH2:2]1.[Cl-].[Cl-].[Cl-].[Al+3].O. The catalyst is C1(C)C=CC=CC=1. The product is [CH:1]1([C:7]([C:4]2[CH:5]=[CH:6][C:1]([CH3:7])=[CH:2][CH:3]=2)=[O:8])[CH2:6][CH2:5][CH2:4][CH2:3][CH2:2]1. The yield is 1.00. (8) The reactants are [NH:1]1[C:9]2[C:4](=[CH:5][CH:6]=[C:7]([C:10]([OH:12])=[O:11])[CH:8]=2)[CH:3]=[N:2]1.[C:13](=O)([O-])[O-].[Na+].[Na+].IC.C(=O)(O)[O-].[Na+]. The catalyst is CN(C)C=O. The product is [NH:1]1[C:9]2[C:4](=[CH:5][CH:6]=[C:7]([C:10]([O:12][CH3:13])=[O:11])[CH:8]=2)[CH:3]=[N:2]1. The yield is 0.900. (9) The reactants are [CH3:1][C:2]([CH3:25])([CH3:24])[CH2:3][C:4]([N:6]([C@H:15]1[CH2:19][NH:18][C@H:17]([C:20]([O:22][CH3:23])=[O:21])[CH2:16]1)C1C=CC=C(OC)C=1)=[O:5].[CH:26]1[C:31]([CH:32]=O)=[CH:30][C:29]2[O:34][CH2:35][O:36][C:28]=2[CH:27]=1.C([BH3-])#N.[Na+]. The catalyst is C(O)(=O)C.ClCCCl. The product is [O:36]1[C:28]2[CH:27]=[CH:26][C:31]([CH2:32][N:18]3[CH2:19][C@H:15]([N:6]([C:4](=[O:5])[CH2:3][C:2]([CH3:1])([CH3:25])[CH3:24])[CH2:32][C:31]4[CH:26]=[CH:27][CH:28]=[C:29]([O:34][CH3:35])[CH:30]=4)[CH2:16][C@H:17]3[C:20]([O:22][CH3:23])=[O:21])=[CH:30][C:29]=2[O:34][CH2:35]1. The yield is 0.714.